Dataset: Reaction yield outcomes from USPTO patents with 853,638 reactions. Task: Predict the reaction yield, written as a fraction of the theoretical maximum amount of product (1.0 means a 100% yield; for example, 0.34 means a 34% yield). (1) The product is [NH:2]1[C:6]([CH2:7][NH:8][S:23]([C:20]2[CH:19]=[CH:18][C:17]([C:14]3[CH:15]=[CH:16][C:11]([O:10][CH3:9])=[CH:12][CH:13]=3)=[CH:22][CH:21]=2)(=[O:25])=[O:24])=[CH:5][N:4]=[N:3]1. No catalyst specified. The yield is 0.220. The reactants are Cl.[NH:2]1[C:6]([CH2:7][NH2:8])=[CH:5][N:4]=[N:3]1.[CH3:9][O:10][C:11]1[CH:16]=[CH:15][C:14]([C:17]2[CH:22]=[CH:21][C:20]([S:23](Cl)(=[O:25])=[O:24])=[CH:19][CH:18]=2)=[CH:13][CH:12]=1. (2) The reactants are [C:1]([O:5][C:6]([N:8]1[C@H:12]([CH2:13][CH3:14])[CH2:11][C@H:10]([O:15][Si](C(C)(C)C)(C)C)[C@@H:9]1[CH2:23][C:24]1[CH:29]=[CH:28][CH:27]=[CH:26][CH:25]=1)=[O:7])([CH3:4])([CH3:3])[CH3:2].[F-].C([N+](CCCC)(CCCC)CCCC)CCC. The catalyst is C1COCC1. The product is [C:1]([O:5][C:6]([N:8]1[C@H:12]([CH2:13][CH3:14])[CH2:11][C@H:10]([OH:15])[C@@H:9]1[CH2:23][C:24]1[CH:25]=[CH:26][CH:27]=[CH:28][CH:29]=1)=[O:7])([CH3:2])([CH3:3])[CH3:4]. The yield is 0.990.